This data is from Reaction yield outcomes from USPTO patents with 853,638 reactions. The task is: Predict the reaction yield, written as a fraction of the theoretical maximum amount of product (1.0 means a 100% yield; for example, 0.34 means a 34% yield). (1) The product is [CH2:1]([O:8][C:9]1[CH:17]=[CH:16][C:12]([C:13]([N:35]2[CH2:40][CH2:39][CH2:38][CH2:37][CH2:36]2)=[O:15])=[CH:11][C:10]=1[C:18]([NH:20][C:21]1[CH:22]=[C:23]([C:31]([F:34])([F:33])[F:32])[CH:24]=[C:25]([C:27]([F:30])([F:28])[F:29])[CH:26]=1)=[O:19])[C:2]1[CH:7]=[CH:6][CH:5]=[CH:4][CH:3]=1. The reactants are [CH2:1]([O:8][C:9]1[CH:17]=[CH:16][C:12]([C:13]([OH:15])=O)=[CH:11][C:10]=1[C:18]([NH:20][C:21]1[CH:26]=[C:25]([C:27]([F:30])([F:29])[F:28])[CH:24]=[C:23]([C:31]([F:34])([F:33])[F:32])[CH:22]=1)=[O:19])[C:2]1[CH:7]=[CH:6][CH:5]=[CH:4][CH:3]=1.[NH:35]1[CH2:40][CH2:39][CH2:38][CH2:37][CH2:36]1. No catalyst specified. The yield is 0.564. (2) The reactants are [Br:1][C:2]1[CH:8]=[CH:7][C:5]([NH2:6])=[C:4]([N+:9]([O-:11])=[O:10])[CH:3]=1.[Cl:12][CH2:13][C:14](Cl)=[O:15]. No catalyst specified. The product is [Br:1][C:2]1[CH:8]=[CH:7][C:5]([NH:6][C:14](=[O:15])[CH2:13][Cl:12])=[C:4]([N+:9]([O-:11])=[O:10])[CH:3]=1. The yield is 0.960.